From a dataset of CYP2D6 inhibition data for predicting drug metabolism from PubChem BioAssay. Regression/Classification. Given a drug SMILES string, predict its absorption, distribution, metabolism, or excretion properties. Task type varies by dataset: regression for continuous measurements (e.g., permeability, clearance, half-life) or binary classification for categorical outcomes (e.g., BBB penetration, CYP inhibition). Dataset: cyp2d6_veith. The compound is CC(C)COP(=O)(OCC(C)C)C(O)c1ccccc1F. The result is 0 (non-inhibitor).